This data is from NCI-60 drug combinations with 297,098 pairs across 59 cell lines. The task is: Regression. Given two drug SMILES strings and cell line genomic features, predict the synergy score measuring deviation from expected non-interaction effect. (1) Cell line: SNB-19. Drug 2: B(C(CC(C)C)NC(=O)C(CC1=CC=CC=C1)NC(=O)C2=NC=CN=C2)(O)O. Synergy scores: CSS=29.2, Synergy_ZIP=-2.64, Synergy_Bliss=-5.95, Synergy_Loewe=-8.31, Synergy_HSA=-5.27. Drug 1: C1=NC(=NC(=O)N1C2C(C(C(O2)CO)O)O)N. (2) Drug 1: C1=CC(=C2C(=C1NCCNCCO)C(=O)C3=C(C=CC(=C3C2=O)O)O)NCCNCCO. Drug 2: C1C(C(OC1N2C=NC(=NC2=O)N)CO)O. Cell line: NCI-H322M. Synergy scores: CSS=24.2, Synergy_ZIP=-6.41, Synergy_Bliss=-3.09, Synergy_Loewe=0.667, Synergy_HSA=1.17. (3) Drug 1: CNC(=O)C1=CC=CC=C1SC2=CC3=C(C=C2)C(=NN3)C=CC4=CC=CC=N4. Drug 2: CN1C2=C(C=C(C=C2)N(CCCl)CCCl)N=C1CCCC(=O)O.Cl. Cell line: CCRF-CEM. Synergy scores: CSS=17.8, Synergy_ZIP=-4.09, Synergy_Bliss=-1.11, Synergy_Loewe=-6.31, Synergy_HSA=-2.63. (4) Drug 1: CC(C)(C#N)C1=CC(=CC(=C1)CN2C=NC=N2)C(C)(C)C#N. Drug 2: CN(C(=O)NC(C=O)C(C(C(CO)O)O)O)N=O. Cell line: SK-MEL-5. Synergy scores: CSS=6.19, Synergy_ZIP=1.37, Synergy_Bliss=2.02, Synergy_Loewe=1.98, Synergy_HSA=0.946.